This data is from Forward reaction prediction with 1.9M reactions from USPTO patents (1976-2016). The task is: Predict the product of the given reaction. (1) Given the reactants Cl.[NH2:2][CH2:3][C:4]([O:6][CH2:7][C:8]1[CH:13]=[CH:12][CH:11]=[CH:10][CH:9]=1)=[O:5].CCN(C(C)C)C(C)C.[C:23]([O:27][C:28]([NH:30][C@@H:31]([CH2:42][CH2:43][C:44](=[O:56])SC1C=CC(C(F)(F)F)=CC=1)[C:32]([O:34][CH2:35][C:36]1[CH:41]=[CH:40][CH:39]=[CH:38][CH:37]=1)=[O:33])=[O:29])([CH3:26])([CH3:25])[CH3:24], predict the reaction product. The product is: [CH2:7]([O:6][C:4](=[O:5])[CH2:3][NH:2][C:44](=[O:56])[CH2:43][CH2:42][C@H:31]([NH:30][C:28]([O:27][C:23]([CH3:25])([CH3:24])[CH3:26])=[O:29])[C:32]([O:34][CH2:35][C:36]1[CH:37]=[CH:38][CH:39]=[CH:40][CH:41]=1)=[O:33])[C:8]1[CH:13]=[CH:12][CH:11]=[CH:10][CH:9]=1. (2) The product is: [CH3:1][O:2][C:3]1[CH:4]=[C:5]2[C:10](=[CH:11][C:12]=1[O:13][CH3:14])[N:9]=[CH:8][CH:7]=[C:6]2[O:15][C:16]1[C:22]([CH3:23])=[CH:21][C:19]([NH:20][C:43](=[O:49])[O:42][CH2:40][C:55]2[CH:58]=[CH:59][C:52]([F:51])=[CH:53][CH:54]=2)=[C:18]([CH3:24])[CH:17]=1. Given the reactants [CH3:1][O:2][C:3]1[CH:4]=[C:5]2[C:10](=[CH:11][C:12]=1[O:13][CH3:14])[N:9]=[CH:8][CH:7]=[C:6]2[O:15][C:16]1[C:22]([CH3:23])=[CH:21][C:19]([NH2:20])=[C:18]([CH3:24])[CH:17]=1.C1(C)C=CC=CC=1.C(N(CC)CC)C.Cl[C:40](Cl)([O:42][C:43](=[O:49])OC(Cl)(Cl)Cl)Cl.[F:51][C:52]1[CH:59]=[CH:58][C:55](CO)=[CH:54][CH:53]=1, predict the reaction product. (3) Given the reactants [Cl:1][C:2]1[CH:29]=[CH:28][C:5]2[N:6]([C@H:23]3[CH2:27][CH2:26][NH:25][CH2:24]3)[C:7]([CH2:9][N:10]3[C:14]4=[CH:15][N:16]=[CH:17][CH:18]=[C:13]4[C:12]([S:19]([CH3:22])(=[O:21])=[O:20])=[N:11]3)=[N:8][C:4]=2[CH:3]=1.FC(F)(F)S(O[CH2:36][C:37]([F:40])([F:39])[F:38])(=O)=O.C([O-])([O-])=O.[Cs+].[Cs+], predict the reaction product. The product is: [Cl:1][C:2]1[CH:29]=[CH:28][C:5]2[N:6]([C@H:23]3[CH2:27][CH2:26][N:25]([CH2:36][C:37]([F:40])([F:39])[F:38])[CH2:24]3)[C:7]([CH2:9][N:10]3[C:14]4=[CH:15][N:16]=[CH:17][CH:18]=[C:13]4[C:12]([S:19]([CH3:22])(=[O:20])=[O:21])=[N:11]3)=[N:8][C:4]=2[CH:3]=1.